Predict the reaction yield, written as a fraction of the theoretical maximum amount of product (1.0 means a 100% yield; for example, 0.34 means a 34% yield). From a dataset of Reaction yield outcomes from USPTO patents with 853,638 reactions. (1) The reactants are Cl.[CH2:2]([N:4](CC)CC)[CH3:3].[Cl:9][C:10]1[CH:11]=[C:12]([N:17]2[C:21]3=[N:22][CH:23]=[C:24]([S:25](Cl)(=[O:27])=[O:26])[N:20]3[C@:19]([CH3:41])([CH2:29][C:30]3[CH:35]=[CH:34][C:33]([O:36][C:37]([F:40])([F:39])[F:38])=[CH:32][CH:31]=3)[C:18]2=[O:42])[CH:13]=[C:14]([Cl:16])[CH:15]=1.CCO[C:46]([CH3:48])=[O:47].C[N:50]([CH:52]=[O:53])C. The catalyst is O1CCOCC1.C(Cl)Cl. The product is [Cl:9][C:10]1[CH:11]=[C:12]([N:17]2[C:21]3=[N:22][CH:23]=[C:24]([S:25]([NH:4][C@@H:2]([CH3:3])[C:52]([NH:50][CH2:48][CH2:46][OH:47])=[O:53])(=[O:27])=[O:26])[N:20]3[C@:19]([CH3:41])([CH2:29][C:30]3[CH:35]=[CH:34][C:33]([O:36][C:37]([F:40])([F:39])[F:38])=[CH:32][CH:31]=3)[C:18]2=[O:42])[CH:13]=[C:14]([Cl:16])[CH:15]=1. The yield is 0.810. (2) The reactants are [Br:1][C:2]1[CH:10]=[C:9]([CH3:11])[CH:8]=[CH:7][C:3]=1[C:4]([NH2:6])=O.O=P12OP3(OP(OP(O3)(O1)=O)(=O)O2)=O. The catalyst is C(Cl)(Cl)Cl. The product is [Br:1][C:2]1[CH:10]=[C:9]([CH3:11])[CH:8]=[CH:7][C:3]=1[C:4]#[N:6]. The yield is 0.980. (3) The reactants are [CH3:1][S:2]([C:5]1[CH:6]=[C:7]([C:11]2[CH:16]=[CH:15][C:14]([C:17]3[N:21]([CH2:22][C:23]([O:25]CC)=[O:24])[N:20]=[C:19]([C:28]([F:31])([F:30])[F:29])[CH:18]=3)=[CH:13][CH:12]=2)[CH:8]=[CH:9][CH:10]=1)(=[O:4])=[O:3].[OH-].[Li+]. The catalyst is C1COCC1.O. The product is [CH3:1][S:2]([C:5]1[CH:6]=[C:7]([C:11]2[CH:16]=[CH:15][C:14]([C:17]3[N:21]([CH2:22][C:23]([OH:25])=[O:24])[N:20]=[C:19]([C:28]([F:31])([F:29])[F:30])[CH:18]=3)=[CH:13][CH:12]=2)[CH:8]=[CH:9][CH:10]=1)(=[O:3])=[O:4]. The yield is 0.830. (4) The reactants are [F:1][C:2]1[CH:7]=[C:6]([Si:8]([CH3:11])([CH3:10])[CH3:9])[CH:5]=[CH:4][C:3]=1[NH2:12].[Li+].C[Si]([N-][Si](C)(C)C)(C)C.Cl[C:24]1[N:32]=[C:31]([Cl:33])[C:30]([F:34])=[CH:29][C:25]=1[C:26]([OH:28])=[O:27]. The catalyst is C1COCC1. The product is [Cl:33][C:31]1[C:30]([F:34])=[CH:29][C:25]([C:26]([OH:28])=[O:27])=[C:24]([NH:12][C:3]2[CH:4]=[CH:5][C:6]([Si:8]([CH3:9])([CH3:11])[CH3:10])=[CH:7][C:2]=2[F:1])[N:32]=1. The yield is 0.490. (5) The reactants are C([O:3][C:4]([C:6]1[CH:7]=[C:8]2[C:12](=[CH:13][C:14]=1[NH:15][C:16]([C:18]1[C:27](=[O:28])[C:26]3[C:21](=[CH:22][CH:23]=[CH:24][CH:25]=3)[NH:20][CH:19]=1)=[O:17])[NH:11][CH:10]=[CH:9]2)=[O:5])C.[OH-].[Na+]. The catalyst is C1COCC1. The product is [O:28]=[C:27]1[C:26]2[C:21](=[CH:22][CH:23]=[CH:24][CH:25]=2)[NH:20][CH:19]=[C:18]1[C:16]([NH:15][C:14]1[CH:13]=[C:12]2[C:8]([CH:9]=[CH:10][NH:11]2)=[CH:7][C:6]=1[C:4]([OH:5])=[O:3])=[O:17]. The yield is 0.930. (6) The yield is 0.236. The catalyst is C(O)(C)C.O.C1(C)C=CC=CC=1.CO. The reactants are C(=O)([O-])[O-].[K+].[K+].[CH3:7][O:8][C:9]1[C:14]([O:15][CH3:16])=[CH:13][CH:12]=[CH:11][C:10]=1[C@H:17]([CH:19]1[CH2:24][CH2:23][N:22]([CH2:25][CH2:26][C:27]2[CH:32]=[CH:31][C:30]([F:33])=[CH:29][CH:28]=2)[CH2:21][CH2:20]1)[OH:18].Cl.[OH-].[Na+]. The product is [CH3:7][O:8][C:9]1[C:14]([O:15][CH3:16])=[CH:13][CH:12]=[CH:11][C:10]=1[CH:17]([CH:19]1[CH2:20][CH2:21][N:22]([CH2:25][CH2:26][C:27]2[CH:32]=[CH:31][C:30]([F:33])=[CH:29][CH:28]=2)[CH2:23][CH2:24]1)[OH:18]. (7) The reactants are [Br:1][C:2]1[C:7]([N+:8]([O-])=O)=[CH:6][CH:5]=[CH:4][C:3]=1[F:11].[BH4-].[Na+].O. The catalyst is CO.Cl[Ni]Cl. The product is [Br:1][C:2]1[C:3]([F:11])=[CH:4][CH:5]=[CH:6][C:7]=1[NH2:8]. The yield is 0.700. (8) The reactants are [C:1]([O:7][CH2:8][CH3:9])(=[O:6])[CH2:2][C:3]([CH3:5])=O.[Br:10][C:11]1[CH:18]=[CH:17][CH:16]=[CH:15][C:12]=1[CH:13]=O.[NH4+:19].[OH-:20]. The catalyst is CCO. The product is [Br:10][C:11]1[CH:18]=[CH:17][CH:16]=[CH:15][C:12]=1[CH:13]1[C:2]([C:1]([O:7][CH2:8][CH3:9])=[O:6])=[C:3]([CH3:5])[NH:19][C:3]([CH3:5])=[C:2]1[C:1]([O:7][CH2:8][CH3:9])=[O:20]. The yield is 0.150. (9) The reactants are [N:1]1[CH:6]=[CH:5][CH:4]=[CH:3][C:2]=1[C:7]([C:9]1[S:13][C:12]([NH2:14])=[N:11][C:10]=1[C:15]1[O:16][CH:17]=[CH:18][CH:19]=1)=[O:8].C(N(CC)CC)C.[Cl:27][CH2:28][C:29](Cl)=[O:30].C(=O)([O-])O.[Na+]. The catalyst is C1COCC1.O. The product is [Cl:27][CH2:28][C:29]([NH:14][C:12]1[S:13][C:9]([C:7]([C:2]2[CH:3]=[CH:4][CH:5]=[CH:6][N:1]=2)=[O:8])=[C:10]([C:15]2[O:16][CH:17]=[CH:18][CH:19]=2)[N:11]=1)=[O:30]. The yield is 0.960.